This data is from Reaction yield outcomes from USPTO patents with 853,638 reactions. The task is: Predict the reaction yield, written as a fraction of the theoretical maximum amount of product (1.0 means a 100% yield; for example, 0.34 means a 34% yield). (1) The reactants are Cl[C:2]1[CH:3]=[C:4]([CH:8]=[CH:9][CH:10]=1)[C:5]([OH:7])=[O:6].[NH2:11][C:12]1[CH:17]=[CH:16][CH:15]=[CH:14][C:13]=1B(O)O.C([O-])([O-])=O.[K+].[K+]. The catalyst is CC([O-])=O.CC([O-])=O.[Pd+2].C1(P(C2CCCCC2)C2C=CC=CC=2C2C(OC)=CC=C(S([O-])(=O)=O)C=2OC)CCCCC1.[Na+].O. The product is [NH2:11][C:12]1[CH:17]=[CH:16][CH:15]=[CH:14][C:13]=1[C:2]1[CH:10]=[CH:9][CH:8]=[C:4]([C:5]([OH:7])=[O:6])[CH:3]=1. The yield is 0.950. (2) The yield is 0.790. The reactants are [OH:1][C@H:2]1[CH2:6][N:5]([C:7]([O:9][C:10]([CH3:13])([CH3:12])[CH3:11])=[O:8])[C@H:4]([C:14]([O:16][CH3:17])=[O:15])[CH2:3]1.C1C=C[NH+]=CC=1.[O-][Cr](Cl)(=O)=O. The catalyst is C(Cl)Cl. The product is [O:1]=[C:2]1[CH2:6][N:5]([C:7]([O:9][C:10]([CH3:11])([CH3:12])[CH3:13])=[O:8])[C@H:4]([C:14]([O:16][CH3:17])=[O:15])[CH2:3]1.